This data is from Catalyst prediction with 721,799 reactions and 888 catalyst types from USPTO. The task is: Predict which catalyst facilitates the given reaction. (1) Reactant: [Br:1][C:2]1[CH:3]=[C:4]([C:18]([NH:20][C:21]2[CH:26]=[CH:25][CH:24]=[CH:23][C:22]=2Br)=[O:19])[CH:5]=[C:6]([CH:17]=1)[C:7]([NH:9][C:10]1[CH:15]=[CH:14][CH:13]=[CH:12][C:11]=1Br)=[O:8].C([O-])([O-])=O.[Cs+].[Cs+].N1C2C(=CC=C3C=2N=CC=C3)C=CC=1. Product: [Br:1][C:2]1[CH:3]=[C:4]([C:18]2[O:19][C:22]3[CH:23]=[CH:24][CH:25]=[CH:26][C:21]=3[N:20]=2)[CH:5]=[C:6]([C:7]2[O:8][C:11]3[CH:12]=[CH:13][CH:14]=[CH:15][C:10]=3[N:9]=2)[CH:17]=1. The catalyst class is: 321. (2) Product: [Cl:1][C:2]1[CH:7]=[C:6]([Cl:8])[CH:5]=[CH:4][C:3]=1[C:18]1[CH:19]=[CH:20][C:15]([C:14]([OH:22])=[O:13])=[CH:16][CH:17]=1. Reactant: [Cl:1][C:2]1[CH:7]=[C:6]([Cl:8])[CH:5]=[CH:4][C:3]=1B(O)O.C[O:13][C:14](=[O:22])[C:15]1[CH:20]=[CH:19][C:18](I)=[CH:17][CH:16]=1.C([O-])([O-])=O.[K+].[K+]. The catalyst class is: 70. (3) Reactant: [CH3:1][N:2]1[CH2:7][CH:6]2[CH2:8][CH:3]1[CH2:4][N:5]2[C:9]1[C:18]2[C:13](=[CH:14][CH:15]=[CH:16][CH:17]=2)[C:12]([NH2:19])=[CH:11][CH:10]=1.N1C=CC=CC=1.[CH3:26][C:27]1[CH:32]=[CH:31][C:30]([S:33]([Cl:36])(=[O:35])=[O:34])=[CH:29][CH:28]=1. Product: [ClH:36].[CH3:26][C:27]1[CH:32]=[CH:31][C:30]([S:33]([NH:19][C:12]2[C:13]3[C:18](=[CH:17][CH:16]=[CH:15][CH:14]=3)[C:9]([N:5]3[CH2:4][CH:3]4[CH2:8][CH:6]3[CH2:7][N:2]4[CH3:1])=[CH:10][CH:11]=2)(=[O:35])=[O:34])=[CH:29][CH:28]=1. The catalyst class is: 2. (4) Reactant: Cl[C:2]1[N:6]([CH3:7])[C:5]2[C:8]([CH:13]([CH2:16][CH3:17])[CH2:14][CH3:15])=[CH:9][CH:10]=[C:11]([Cl:12])[C:4]=2[N:3]=1.[Cl:18][C:19]1[CH:24]=[C:23]([N:25]([CH3:27])[CH3:26])[CH:22]=[C:21](Cl)[C:20]=1[OH:29].C(=O)([O-])[O-].[K+].[K+].CN1CCCC1=O. Product: [Cl:18][C:19]1[CH:24]=[C:23]([CH:22]=[CH:21][C:20]=1[O:29][C:2]1[N:6]([CH3:7])[C:5]2[C:8]([CH:13]([CH2:16][CH3:17])[CH2:14][CH3:15])=[CH:9][CH:10]=[C:11]([Cl:12])[C:4]=2[N:3]=1)[N:25]([CH3:27])[CH3:26]. The catalyst class is: 6. (5) Reactant: C1CN([P+](ON2N=NC3C=CC=CC2=3)(N2CCCC2)N2CCCC2)CC1.F[P-](F)(F)(F)(F)F.C(N(CC)C(C)C)(C)C.[Cl:43][C:44]1[CH:45]=[CH:46][C:47]2[N:53]3[C:54]([CH:57]([CH3:59])[CH3:58])=[N:55][N:56]=[C:52]3[CH:51]([CH2:60][C:61]([OH:63])=O)[O:50][CH:49]([C:64]3[CH:69]=[CH:68][CH:67]=[C:66]([O:70][CH3:71])[C:65]=3[O:72][CH3:73])[C:48]=2[CH:74]=1.[NH:75]1[CH2:80][CH2:79][S:78](=[O:82])(=[O:81])[CH2:77][CH2:76]1. Product: [Cl:43][C:44]1[CH:45]=[CH:46][C:47]2[N:53]3[C:54]([CH:57]([CH3:58])[CH3:59])=[N:55][N:56]=[C:52]3[CH:51]([CH2:60][C:61]([N:75]3[CH2:80][CH2:79][S:78](=[O:82])(=[O:81])[CH2:77][CH2:76]3)=[O:63])[O:50][CH:49]([C:64]3[CH:69]=[CH:68][CH:67]=[C:66]([O:70][CH3:71])[C:65]=3[O:72][CH3:73])[C:48]=2[CH:74]=1. The catalyst class is: 7. (6) Reactant: [Br:1][C:2]1[CH:10]=[CH:9][CH:8]=[C:7]2[C:3]=1[CH:4]=[N:5][NH:6]2.C([O-])([O-])=O.[Cs+].[Cs+].Br[CH2:18][CH2:19][C:20]([CH3:27])([CH3:26])[C:21]([O:23][CH2:24][CH3:25])=[O:22]. Product: [Br:1][C:2]1[CH:10]=[CH:9][CH:8]=[C:7]2[C:3]=1[CH:4]=[N:5][N:6]2[CH2:18][CH2:19][C:20]([CH3:27])([CH3:26])[C:21]([O:23][CH2:24][CH3:25])=[O:22]. The catalyst class is: 31. (7) Reactant: C([NH:5][C:6]1[N:25]=[CH:24][C:9]2[CH2:10][CH2:11][CH:12]3[CH2:19][CH2:18][CH:17]([C:20]([O:22][CH3:23])=[O:21])[CH2:16][N:13]3[C:14](=[O:15])[C:8]=2[CH:7]=1)(C)(C)C. Product: [NH2:5][C:6]1[N:25]=[CH:24][C:9]2[CH2:10][CH2:11][CH:12]3[CH2:19][CH2:18][CH:17]([C:20]([O:22][CH3:23])=[O:21])[CH2:16][N:13]3[C:14](=[O:15])[C:8]=2[CH:7]=1. The catalyst class is: 67.